Task: Regression. Given a peptide amino acid sequence and an MHC pseudo amino acid sequence, predict their binding affinity value. This is MHC class II binding data.. Dataset: Peptide-MHC class II binding affinity with 134,281 pairs from IEDB (1) The peptide sequence is CEAVRRVAAMQAQKA. The MHC is DRB3_0101 with pseudo-sequence DRB3_0101. The binding affinity (normalized) is 0. (2) The binding affinity (normalized) is 0. The peptide sequence is IIYPGTLWCGHGNKSSGP. The MHC is DRB1_1301 with pseudo-sequence DRB1_1301.